This data is from Full USPTO retrosynthesis dataset with 1.9M reactions from patents (1976-2016). The task is: Predict the reactants needed to synthesize the given product. Given the product [CH2:1]([O:4][C:5](=[O:49])[CH:6]([NH:15][C:16]([O:18][C:19]1[CH:20]=[CH:21][C:22]([CH2:25][O:26][C:27]([N:28]2[C:29]3[CH:34]=[C:33]([O:35][CH3:36])[C:32]([O:37][CH3:38])=[CH:31][C:30]=3[C:39](=[O:40])[N:41]3[CH2:45][CH2:44][CH2:43][C@H:42]3[C@@H:46]2[OH:47])=[O:48])=[CH:23][CH:24]=1)=[O:17])[CH2:7][CH2:8][C:9]([O:11][CH2:12][CH:13]=[CH2:14])=[O:10])[CH:2]=[CH2:3], predict the reactants needed to synthesize it. The reactants are: [CH2:1]([O:4][C:5](=[O:49])[CH:6]([NH:15][C:16]([O:18][C:19]1[CH:24]=[CH:23][C:22]([CH2:25][O:26][C:27](=[O:48])[NH:28][C:29]2[CH:34]=[C:33]([O:35][CH3:36])[C:32]([O:37][CH3:38])=[CH:31][C:30]=2[C:39]([N:41]2[CH2:45][CH2:44][CH2:43][CH:42]2[CH2:46][OH:47])=[O:40])=[CH:21][CH:20]=1)=[O:17])[CH2:7][CH2:8][C:9]([O:11][CH2:12][CH:13]=[CH2:14])=[O:10])[CH:2]=[CH2:3].[Cr](O[Cr]([O-])(=O)=O)([O-])(=O)=O.[NH+]1C=CC=CC=1.[NH+]1C=CC=CC=1.CCOC(C)=O.